This data is from Reaction yield outcomes from USPTO patents with 853,638 reactions. The task is: Predict the reaction yield, written as a fraction of the theoretical maximum amount of product (1.0 means a 100% yield; for example, 0.34 means a 34% yield). (1) The reactants are Br[C:2]1[CH:3]=[N:4][CH:5]=[C:6]([O:8][CH3:9])[CH:7]=1.[C:10]([C:12]1[CH:17]=[CH:16][C:15]([F:18])=[CH:14][CH:13]=1)#[CH:11]. The catalyst is C(NC(C)C)(C)C.C1(C)C=CC=CC=1.C1C=CC([P]([Pd]([P](C2C=CC=CC=2)(C2C=CC=CC=2)C2C=CC=CC=2)([P](C2C=CC=CC=2)(C2C=CC=CC=2)C2C=CC=CC=2)[P](C2C=CC=CC=2)(C2C=CC=CC=2)C2C=CC=CC=2)(C2C=CC=CC=2)C2C=CC=CC=2)=CC=1.[Cu]I. The product is [F:18][C:15]1[CH:16]=[CH:17][C:12]([C:10]#[C:11][C:2]2[CH:3]=[N:4][CH:5]=[C:6]([O:8][CH3:9])[CH:7]=2)=[CH:13][CH:14]=1. The yield is 0.600. (2) The reactants are [F-].C([N+](CCCC)(CCCC)CCCC)CCC.[O:19]1[CH:23]=[CH:22][C:21]([C:24]2[CH:31]=[CH:30][C:27]([CH:28]=[O:29])=[CH:26][CH:25]=2)=[CH:20]1.[F:32][C:33]([Si](C)(C)C)([F:35])[F:34].Cl. The catalyst is C1COCC1. The product is [F:32][C:33]([F:35])([F:34])[CH:28]([C:27]1[CH:30]=[CH:31][C:24]([C:21]2[CH:22]=[CH:23][O:19][CH:20]=2)=[CH:25][CH:26]=1)[OH:29]. The yield is 0.830. (3) The reactants are C(OC([N:8]1[CH2:13][CH2:12][N:11]([CH2:14][CH:15]2[CH2:19][CH2:18][N:17]([C:20]3[C:21]([F:38])=[CH:22][N:23]4[C:28]([C:29]=3[CH3:30])=[C:27]([CH:31]3[CH2:33][CH2:32]3)[CH:26]=[C:25]([C:34]([OH:36])=[O:35])[C:24]4=[O:37])[CH2:16]2)[CH2:10][CH2:9]1)=O)(C)(C)C.FC(F)(F)C(O)=O. The catalyst is ClCCl. The product is [CH:31]1([C:27]2[CH:26]=[C:25]([C:34]([OH:36])=[O:35])[C:24](=[O:37])[N:23]3[C:28]=2[C:29]([CH3:30])=[C:20]([N:17]2[CH2:18][CH2:19][CH:15]([CH2:14][N:11]4[CH2:12][CH2:13][NH:8][CH2:9][CH2:10]4)[CH2:16]2)[C:21]([F:38])=[CH:22]3)[CH2:33][CH2:32]1. The yield is 1.00. (4) The reactants are [NH2:1][C:2]1[N:6]([C:7]2[CH:8]=[C:9]([CH:16]=[CH:17][C:18]=2[CH3:19])[C:10]([NH:12][CH:13]2[CH2:15][CH2:14]2)=[O:11])[N:5]=[CH:4][C:3]=1[C:20](=[O:29])[C:21]1[CH:26]=[CH:25][CH:24]=[C:23]([CH:27]=[O:28])[CH:22]=1.OO.[O-:32]Cl=O.[Na+].[O-]S([O-])=O.[Na+].[Na+]. The catalyst is CC#N. The product is [NH2:1][C:2]1[N:6]([C:7]2[CH:8]=[C:9]([C:10](=[O:11])[NH:12][CH:13]3[CH2:15][CH2:14]3)[CH:16]=[CH:17][C:18]=2[CH3:19])[N:5]=[CH:4][C:3]=1[C:20]([C:21]1[CH:22]=[C:23]([CH:24]=[CH:25][CH:26]=1)[C:27]([OH:32])=[O:28])=[O:29]. The yield is 0.370. (5) The reactants are [C-]#[N:2].[Na+].[NH2:4][C:5]1[CH:10]=[CH:9][C:8]([CH3:11])=[CH:7][CH:6]=1.[C:12]1(=O)[CH2:18][CH2:17][CH2:16][CH2:15][CH2:14][CH2:13]1.C(OCC)(=O)C. The catalyst is C(O)(=O)C. The product is [CH3:11][C:8]1[CH:9]=[CH:10][C:5]([NH:4][C:14]2([C:13]#[N:2])[CH2:15][CH2:16][CH2:17][CH2:18][CH2:12]2)=[CH:6][CH:7]=1. The yield is 0.960. (6) The reactants are [C:1]([O:5][C:6](=[O:33])[NH:7][C@H:8]([CH2:24][N:25]([O:29]C(=O)C)[C:26](=[O:28])[CH3:27])[CH2:9][C:10]1[CH:15]=[CH:14][C:13]([O:16][C:17]2[CH:22]=[CH:21][C:20]([Cl:23])=[CH:19][CH:18]=2)=[CH:12][CH:11]=1)([CH3:4])([CH3:3])[CH3:2].C[O-].[Na+].[NH4+].[Cl-]. The catalyst is CO. The product is [C:1]([O:5][C:6](=[O:33])[NH:7][C@H:8]([CH2:24][N:25]([C:26](=[O:28])[CH3:27])[OH:29])[CH2:9][C:10]1[CH:15]=[CH:14][C:13]([O:16][C:17]2[CH:18]=[CH:19][C:20]([Cl:23])=[CH:21][CH:22]=2)=[CH:12][CH:11]=1)([CH3:4])([CH3:2])[CH3:3]. The yield is 0.810. (7) The reactants are [Cl:1][C:2]1[CH:3]=[C:4]([N:10]2[CH:18]([CH:19]3[CH2:23][CH2:22][CH2:21][CH2:20]3)[CH:17]3[C:12]([C:13]4[CH:27]=[CH:26][C:25]([C:28]([OH:30])=[O:29])=[CH:24][C:14]=4[CH2:15][CH2:16]3)=[N:11]2)[CH:5]=[CH:6][C:7]=1[C:8]#[N:9].[CH2:31](O)[CH2:32][O:33][CH2:34][CH2:35][O:36][CH2:37][CH2:38][OH:39]. No catalyst specified. The product is [Cl:1][C:2]1[CH:3]=[C:4]([N:10]2[CH:18]([CH:19]3[CH2:20][CH2:21][CH2:22][CH2:23]3)[CH:17]3[C:12]([C:13]4[CH:27]=[CH:26][C:25]([C:28]([O:30][CH2:31][CH2:32][O:33][CH2:34][CH2:35][O:36][CH2:37][CH2:38][OH:39])=[O:29])=[CH:24][C:14]=4[CH2:15][CH2:16]3)=[N:11]2)[CH:5]=[CH:6][C:7]=1[C:8]#[N:9]. The yield is 0.470. (8) The reactants are C[O:2][C:3]1[CH:8]=[CH:7][C:6]([C:9]2[CH:10]=[N:11][C:12]3[C:17]([CH:18]=2)=[CH:16][CH:15]=[CH:14][CH:13]=3)=[CH:5][CH:4]=1.[Cl-].[Cl-].[Cl-].[Al+3]. No catalyst specified. The product is [N:11]1[C:12]2[C:17](=[CH:16][CH:15]=[CH:14][CH:13]=2)[CH:18]=[C:9]([C:6]2[CH:7]=[CH:8][C:3]([OH:2])=[CH:4][CH:5]=2)[CH:10]=1. The yield is 0.820. (9) The reactants are [CH3:1][CH:2]([O:4][C:5]1[CH:6]=[C:7]([CH:11]=[C:12]([O:14][C:15]2[CH:20]=[CH:19][C:18]([S:21]([CH3:24])(=[O:23])=[O:22])=[CH:17][CH:16]=2)[CH:13]=1)[C:8](O)=[O:9])[CH3:3].C(Cl)(=O)C(Cl)=O.[Cl:31][CH2:32][C:33]1[N:34]=[C:35]([NH2:38])[S:36][CH:37]=1.C(N(C(C)C)CC)(C)C.CN(C1C=CC=CN=1)C. The catalyst is C(Cl)Cl.CN(C=O)C. The product is [Cl:31][CH2:32][C:33]1[N:34]=[C:35]([NH:38][C:8](=[O:9])[C:7]2[CH:11]=[C:12]([O:14][C:15]3[CH:20]=[CH:19][C:18]([S:21]([CH3:24])(=[O:23])=[O:22])=[CH:17][CH:16]=3)[CH:13]=[C:5]([O:4][CH:2]([CH3:3])[CH3:1])[CH:6]=2)[S:36][CH:37]=1. The yield is 0.530.